From a dataset of Catalyst prediction with 721,799 reactions and 888 catalyst types from USPTO. Predict which catalyst facilitates the given reaction. (1) Reactant: [Cl:1][C:2]1[C:3]([O:12][C:13]2[CH:18]=[C:17]([O:19][CH2:20][CH2:21][CH2:22][O:23][CH3:24])[CH:16]=[CH:15][C:14]=2[CH2:25][CH2:26][CH2:27][OH:28])=[N:4][CH:5]=[C:6]([C:8]([F:11])([F:10])[F:9])[CH:7]=1.Cl[S:30]([N:33]=[C:34]=[O:35])(=[O:32])=[O:31].N1C=CC=CC=1.[CH:42]([O:45][CH2:46][CH2:47][NH2:48])([CH3:44])[CH3:43]. Product: [CH:42]([O:45][CH2:46][CH2:47][NH:48][S:30]([NH:33][C:34](=[O:35])[O:28][CH2:27][CH2:26][CH2:25][C:14]1[CH:15]=[CH:16][C:17]([O:19][CH2:20][CH2:21][CH2:22][O:23][CH3:24])=[CH:18][C:13]=1[O:12][C:3]1[C:2]([Cl:1])=[CH:7][C:6]([C:8]([F:9])([F:11])[F:10])=[CH:5][N:4]=1)(=[O:32])=[O:31])([CH3:44])[CH3:43]. The catalyst class is: 93. (2) Product: [I:1][C:2]1[CH:7]=[CH:6][C:5]([N:8]2[CH:12]=[C:11]([CH2:13][OH:14])[N:10]=[C:9]2[S:18][CH3:19])=[CH:4][CH:3]=1. Reactant: [I:1][C:2]1[CH:7]=[CH:6][C:5]([N:8]2[CH:12]=[C:11]([C:13](OCC)=[O:14])[N:10]=[C:9]2[S:18][CH3:19])=[CH:4][CH:3]=1.[Li+].[BH4-].O.CCOC(C)=O. The catalyst class is: 1.